Dataset: Reaction yield outcomes from USPTO patents with 853,638 reactions. Task: Predict the reaction yield, written as a fraction of the theoretical maximum amount of product (1.0 means a 100% yield; for example, 0.34 means a 34% yield). The reactants are [Si:1]([O:18][CH2:19][C@@H:20]1[N:25]([C:26]([O:28][C:29]([CH3:32])([CH3:31])[CH3:30])=[O:27])[CH2:24][C@H:23]([C:33]2[N:37]3[CH:38]=[CH:39][N:40]=[C:41]([Cl:42])[C:36]3=[CH:35][N:34]=2)[O:22][CH2:21]1)([C:14]([CH3:17])([CH3:16])[CH3:15])([C:8]1[CH:13]=[CH:12][CH:11]=[CH:10][CH:9]=1)[C:2]1[CH:7]=[CH:6][CH:5]=[CH:4][CH:3]=1.[Br:43]N1C(=O)CCC1=O. The catalyst is CN(C=O)C. The product is [Br:43][C:35]1[N:34]=[C:33]([C@@H:23]2[O:22][CH2:21][C@H:20]([CH2:19][O:18][Si:1]([C:14]([CH3:17])([CH3:16])[CH3:15])([C:2]3[CH:7]=[CH:6][CH:5]=[CH:4][CH:3]=3)[C:8]3[CH:9]=[CH:10][CH:11]=[CH:12][CH:13]=3)[N:25]([C:26]([O:28][C:29]([CH3:32])([CH3:30])[CH3:31])=[O:27])[CH2:24]2)[N:37]2[CH:38]=[CH:39][N:40]=[C:41]([Cl:42])[C:36]=12. The yield is 0.880.